Dataset: Full USPTO retrosynthesis dataset with 1.9M reactions from patents (1976-2016). Task: Predict the reactants needed to synthesize the given product. Given the product [NH2:17][C:7]1[CH:6]=[C:5]([CH2:4][OH:3])[CH:10]=[C:9]([C:11]2[N:15]([CH3:16])[N:14]=[N:13][N:12]=2)[CH:8]=1, predict the reactants needed to synthesize it. The reactants are: C([O:3][C:4](=O)[C:5]1[CH:10]=[C:9]([C:11]2[N:15]([CH3:16])[N:14]=[N:13][N:12]=2)[CH:8]=[C:7]([NH2:17])[CH:6]=1)C.[H-].[H-].[H-].[H-].[Li+].[Al+3].